This data is from Full USPTO retrosynthesis dataset with 1.9M reactions from patents (1976-2016). The task is: Predict the reactants needed to synthesize the given product. (1) Given the product [OH:22][N:21]=[C:2]([C:14]1[CH:19]=[CH:18][CH:17]=[CH:16][CH:15]=1)[CH2:3][CH2:4][CH2:5][NH:6][C:7](=[O:13])[O:8][C:9]([CH3:12])([CH3:11])[CH3:10], predict the reactants needed to synthesize it. The reactants are: O=[C:2]([C:14]1[CH:19]=[CH:18][CH:17]=[CH:16][CH:15]=1)[CH2:3][CH2:4][CH2:5][NH:6][C:7](=[O:13])[O:8][C:9]([CH3:12])([CH3:11])[CH3:10].Cl.[NH2:21][OH:22].O.O.O.C([O-])(=O)C.[Na+]. (2) Given the product [C:1]([O:5][C:6]([N:8]1[CH2:15][CH2:14][CH2:13][C@H:9]1[C:10]([NH:32][CH2:31][C:22]1[CH:23]=[C:24]([C:27]([F:28])([F:29])[F:30])[CH:25]=[CH:26][C:21]=1[N:16]1[CH:20]=[N:19][N:18]=[N:17]1)=[O:12])=[O:7])([CH3:2])([CH3:3])[CH3:4], predict the reactants needed to synthesize it. The reactants are: [C:1]([O:5][C:6]([N:8]1[CH2:15][CH2:14][CH2:13][C@H:9]1[C:10]([OH:12])=O)=[O:7])([CH3:4])([CH3:3])[CH3:2].[N:16]1([C:21]2[CH:26]=[CH:25][C:24]([C:27]([F:30])([F:29])[F:28])=[CH:23][C:22]=2[CH2:31][NH2:32])[CH:20]=[N:19][N:18]=[N:17]1.C(Cl)CCl.C1C=NC2N(O)N=NC=2C=1. (3) Given the product [O:4]1[C:5]2([CH2:6][CH2:7][CH:8]([C:11]3[C:19]4[C:14](=[CH:15][CH:16]=[CH:17][CH:18]=4)[NH:13][C:12]=3[CH3:20])[CH2:9][CH2:10]2)[O:1][CH2:2][CH2:3]1, predict the reactants needed to synthesize it. The reactants are: [O:1]1[C:5]2([CH2:10][CH2:9][C:8]([C:11]3[C:19]4[C:14](=[CH:15][CH:16]=[CH:17][CH:18]=4)[NH:13][C:12]=3[CH3:20])=[CH:7][CH2:6]2)[O:4][CH2:3][CH2:2]1. (4) Given the product [Cl:24][C:19]1[CH:18]=[C:17](/[CH:16]=[CH:15]/[C:14]([N:9]2[CH2:10][CH2:11][C:12](=[O:13])[N:6]([CH2:5][C:4]([OH:26])=[O:3])[CH2:7][CH2:8]2)=[O:25])[CH:22]=[CH:21][C:20]=1[Cl:23], predict the reactants needed to synthesize it. The reactants are: C([O:3][C:4](=[O:26])[CH2:5][N:6]1[C:12](=[O:13])[CH2:11][CH2:10][N:9]([C:14](=[O:25])/[CH:15]=[CH:16]/[C:17]2[CH:22]=[CH:21][C:20]([Cl:23])=[C:19]([Cl:24])[CH:18]=2)[CH2:8][CH2:7]1)C.[OH-].[Li+]. (5) Given the product [Cl:1][C:2]1[CH:3]=[CH:4][C:5]([CH2:6][C:7]2[C:16]([O:17][CH2:28][CH2:29][CH3:30])=[CH:15][CH:14]=[C:13]3[C:8]=2[C:9](=[O:24])[N:10]([CH2:20][CH2:21][CH2:22][OH:23])[C:11](=[O:19])[N:12]3[CH3:18])=[CH:25][CH:26]=1, predict the reactants needed to synthesize it. The reactants are: [Cl:1][C:2]1[CH:26]=[CH:25][C:5]([CH2:6][C:7]2[C:16]([OH:17])=[CH:15][CH:14]=[C:13]3[C:8]=2[C:9](=[O:24])[N:10]([CH2:20][CH2:21][CH2:22][OH:23])[C:11](=[O:19])[N:12]3[CH3:18])=[CH:4][CH:3]=1.Br[CH2:28][CH2:29][CH3:30].C([O-])([O-])=O.[K+].[K+]. (6) Given the product [C:17]([C:14]1[CH:15]=[CH:16][C:2]([I:1])=[C:3]([CH:13]=1)[O:4][C:5]1[C:6]([NH2:12])=[N:7][C:8]([NH2:11])=[N:9][CH:10]=1)#[CH:18], predict the reactants needed to synthesize it. The reactants are: [I:1][C:2]1[CH:16]=[CH:15][C:14]([C:17]#[C:18][Si](C)(C)C)=[CH:13][C:3]=1[O:4][C:5]1[C:6]([NH2:12])=[N:7][C:8]([NH2:11])=[N:9][CH:10]=1.[F-].[K+]. (7) Given the product [CH2:16]([N:23]1[C:13]([NH2:14])=[CH:12][C:11]([C:2]2[CH:3]=[CH:4][C:5]3[C:10](=[CH:9][CH:8]=[CH:7][CH:6]=3)[CH:1]=2)=[N:24]1)[C:17]1[CH:22]=[CH:21][CH:20]=[CH:19][CH:18]=1, predict the reactants needed to synthesize it. The reactants are: [CH:1]1[C:10]2[C:5](=[CH:6][CH:7]=[CH:8][CH:9]=2)[CH:4]=[CH:3][C:2]=1[C:11](=O)[CH2:12][C:13]#[N:14].[CH2:16]([NH:23][NH2:24])[C:17]1[CH:22]=[CH:21][CH:20]=[CH:19][CH:18]=1.